Dataset: Full USPTO retrosynthesis dataset with 1.9M reactions from patents (1976-2016). Task: Predict the reactants needed to synthesize the given product. (1) Given the product [OH:6][C@H:5]([CH2:4][OH:3])[CH2:7][O:8][NH:9][C:10]([C:12]1[S:20][C:15]2=[CH:16][N:17]=[CH:18][CH:19]=[C:14]2[C:13]=1[NH:21][C:22]1[CH:27]=[CH:26][C:25]([I:28])=[CH:24][C:23]=1[F:29])=[O:11], predict the reactants needed to synthesize it. The reactants are: CC1(C)[O:6][C@@H:5]([CH2:7][O:8][NH:9][C:10]([C:12]2[S:20][C:15]3=[CH:16][N:17]=[CH:18][CH:19]=[C:14]3[C:13]=2[NH:21][C:22]2[CH:27]=[CH:26][C:25]([I:28])=[CH:24][C:23]=2[F:29])=[O:11])[CH2:4][O:3]1. (2) Given the product [C:1]([O:5][C:6]([N:8]1[CH2:15][C@H:14]2[N:16]([C:17]([O:19][C:20]([CH3:21])([CH3:23])[CH3:22])=[O:18])[C@H:10]([CH2:11][C:12]([C:27]3[CH:32]=[CH:31][C:30]([CH2:33][CH2:34][O:35][C:36]4[C:41]([Cl:42])=[CH:40][C:39]([CH3:43])=[CH:38][C:37]=4[Cl:44])=[CH:29][CH:28]=3)=[C:13]2[C:24](=[O:25])[N:55]([CH2:54][C:53]2[CH:59]=[C:60]([CH2:63][CH2:64][CH2:65][O:66][CH3:67])[CH:61]=[CH:62][C:52]=2[Cl:51])[CH:56]2[CH2:57][CH2:58]2)[CH2:9]1)=[O:7])([CH3:2])([CH3:3])[CH3:4], predict the reactants needed to synthesize it. The reactants are: [C:1]([O:5][C:6]([N:8]1[CH2:15][C@H:14]2[N:16]([C:17]([O:19][C:20]([CH3:23])([CH3:22])[CH3:21])=[O:18])[C@H:10]([CH2:11][C:12]([C:27]3[CH:32]=[CH:31][C:30]([CH2:33][CH2:34][O:35][C:36]4[C:41]([Cl:42])=[CH:40][C:39]([CH3:43])=[CH:38][C:37]=4[Cl:44])=[CH:29][CH:28]=3)=[C:13]2[C:24](O)=[O:25])[CH2:9]1)=[O:7])([CH3:4])([CH3:3])[CH3:2].C(Cl)(=O)C(Cl)=O.[Cl:51][C:52]1[CH:62]=[CH:61][C:60]([CH2:63][CH2:64][CH2:65][O:66][CH3:67])=[CH:59][C:53]=1[CH2:54][NH:55][CH:56]1[CH2:58][CH2:57]1.CCN(CC)CC.CC[O-].[Na+]. (3) Given the product [Cl:11][CH2:10][C:9]1[O:12][C:5]([C:4]2[CH:13]=[CH:14][C:15]([Cl:16])=[CH:2][C:3]=2[Cl:19])=[N:7][N:8]=1, predict the reactants needed to synthesize it. The reactants are: Cl[C:2]1[CH:3]=[C:4]([CH:13]=[CH:14][C:15]=1[Cl:16])[C:5]([NH:7][NH:8][C:9](=[O:12])[CH2:10][Cl:11])=O.P(Cl)(Cl)([Cl:19])=O. (4) Given the product [Cl:30][CH2:29][CH2:28][CH2:27][CH2:26][CH2:25][CH:13]1[CH2:12][C:11]2[C:14]1=[CH:15][CH:16]=[C:9]([Si:8]([CH3:18])([CH3:17])[CH3:7])[CH:10]=2, predict the reactants needed to synthesize it. The reactants are: CC(C)([O-])C.[K+].[CH3:7][Si:8]([CH3:18])([CH3:17])[C:9]1[CH:10]=[C:11]2[C:14](=[CH:15][CH:16]=1)[CH2:13][CH2:12]2.[Li]CCCC.Br[CH2:25][CH2:26][CH2:27][CH2:28][CH2:29][Cl:30]. (5) Given the product [C:29]([Si:26]([CH3:28])([CH3:27])[O:14][C:6]1[C:5]([CH2:4][C:3]2[CH:15]=[CH:16][C:17]([O:19][CH3:20])=[CH:18][C:2]=2[F:1])=[C:9]([C:10]([F:13])([F:11])[F:12])[NH:8][N:7]=1)([CH3:32])([CH3:31])[CH3:30], predict the reactants needed to synthesize it. The reactants are: [F:1][C:2]1[CH:18]=[C:17]([O:19][CH3:20])[CH:16]=[CH:15][C:3]=1[CH2:4][C:5]1[C:6]([OH:14])=[N:7][NH:8][C:9]=1[C:10]([F:13])([F:12])[F:11].N1C=CN=C1.[Si:26](Cl)([C:29]([CH3:32])([CH3:31])[CH3:30])([CH3:28])[CH3:27]. (6) Given the product [CH2:19]1[CH2:18][O:17][C:12]2([CH2:11][CH2:10][C:9]3[N:8]=[C:7]([CH2:21][CH2:22][CH2:23][CH2:24][N:25]4[CH2:26][CH2:27][N:28]([C:31]5[CH:40]=[CH:39][C:38]6[C:33](=[CH:34][CH:35]=[CH:36][CH:37]=6)[N:32]=5)[CH2:29][CH2:30]4)[N:6]([N:5]=[C:2]([CH3:4])[CH3:1])[C:15](=[O:16])[C:14]=3[CH2:13]2)[O:20]1, predict the reactants needed to synthesize it. The reactants are: [CH3:1][C:2]([CH3:4])=O.[NH2:5][N:6]1[C:15](=[O:16])[C:14]2[CH2:13][C:12]3([O:20][CH2:19][CH2:18][O:17]3)[CH2:11][CH2:10][C:9]=2[N:8]=[C:7]1[CH2:21][CH2:22][CH2:23][CH2:24][N:25]1[CH2:30][CH2:29][N:28]([C:31]2[CH:40]=[CH:39][C:38]3[C:33](=[CH:34][CH:35]=[CH:36][CH:37]=3)[N:32]=2)[CH2:27][CH2:26]1.C1(C)C=CC(S([O-])(=O)=O)=CC=1.[NH+]1C=CC=CC=1. (7) Given the product [CH2:22]([O:21][C:19]([C:18]1[C:13](=[O:14])[N:5]([CH2:4][CH2:3][CH:2]([CH3:1])[CH3:16])[N:6]2[CH:7]=[CH:8][CH:9]=[C:10]2[C:11]=1[OH:15])=[O:20])[CH3:23], predict the reactants needed to synthesize it. The reactants are: [CH3:1][CH:2]([CH3:16])[CH2:3][CH2:4][N:5]1[C:13](=[O:14])O[C:11](=[O:15])[C:10]2[N:6]1[CH:7]=[CH:8][CH:9]=2.C(OCC)(=O)[CH2:18][C:19]([O:21][CH2:22][CH3:23])=[O:20].[H-].[Na+].